This data is from Reaction yield outcomes from USPTO patents with 853,638 reactions. The task is: Predict the reaction yield, written as a fraction of the theoretical maximum amount of product (1.0 means a 100% yield; for example, 0.34 means a 34% yield). The reactants are [F:1][C:2]1[CH:7]=[CH:6][C:5]([N:8]2[CH2:14][C:12](=O)[NH:11][C:9]2=[O:10])=[CH:4][CH:3]=1.[CH2:15]([O:17][C:18]1[CH:19]=[C:20]([CH:23]=[CH:24][C:25]=1[OH:26])[CH:21]=O)[CH3:16].C([O-])(=[O:29])C.[NH4+].O. The catalyst is C(O)(=O)C. The product is [F:1][C:2]1[CH:7]=[CH:6][C:5]([N:8]2[C:14](=[O:29])[C:12](=[CH:21][C:20]3[CH:23]=[CH:24][C:25]([OH:26])=[C:18]([O:17][CH2:15][CH3:16])[CH:19]=3)[NH:11][C:9]2=[O:10])=[CH:4][CH:3]=1. The yield is 0.270.